The task is: Predict the reactants needed to synthesize the given product.. This data is from Full USPTO retrosynthesis dataset with 1.9M reactions from patents (1976-2016). (1) Given the product [C:14]([C:13]1[C:6](=[O:7])[CH:5]=[C:4]([CH3:9])[NH:11][C:12]=1[CH3:22])(=[O:15])[C:16]1[CH:21]=[CH:20][CH:19]=[CH:18][CH:17]=1, predict the reactants needed to synthesize it. The reactants are: CC1(C)[O:7][C:6](=O)[CH:5]=[C:4]([CH3:9])O1.[NH2:11][C:12]([CH3:22])=[CH:13][C:14]([C:16]1[CH:21]=[CH:20][CH:19]=[CH:18][CH:17]=1)=[O:15]. (2) Given the product [F:1][C:2]1[CH:3]=[C:4]([CH:27]=[C:28]([F:30])[CH:29]=1)[CH2:5][C@H:6]([NH:23][C:24](=[O:26])[CH3:25])[C@H:7]([OH:22])[CH2:8][NH:9][C:10]1([CH3:21])[C:19]2[C:14](=[CH:15][CH:16]=[C:17]([CH2:32][C:33]([CH3:36])([CH3:35])[CH3:34])[CH:18]=2)[O:13][CH2:12][CH2:11]1, predict the reactants needed to synthesize it. The reactants are: [F:1][C:2]1[CH:3]=[C:4]([CH:27]=[C:28]([F:30])[CH:29]=1)[CH2:5][C@H:6]([NH:23][C:24](=[O:26])[CH3:25])[C@H:7]([OH:22])[CH2:8][NH:9][C:10]1([CH3:21])[C:19]2[C:14](=[CH:15][CH:16]=[C:17](I)[CH:18]=2)[O:13][CH2:12][CH2:11]1.[Cl-].[CH2:32]([Zn+])[C:33]([CH3:36])([CH3:35])[CH3:34]. (3) Given the product [CH3:1][O:2][C:3](=[O:28])[C@H:4]([CH2:24][CH2:25][S:26][CH3:27])[NH:5][C:6](=[O:23])[C:7]1[CH:12]=[CH:11][C:10]([S:13]([NH2:29])(=[O:15])=[O:14])=[CH:9][C:8]=1[C:17]1[CH:22]=[CH:21][CH:20]=[CH:19][CH:18]=1, predict the reactants needed to synthesize it. The reactants are: [CH3:1][O:2][C:3](=[O:28])[C@H:4]([CH2:24][CH2:25][S:26][CH3:27])[NH:5][C:6](=[O:23])[C:7]1[CH:12]=[CH:11][C:10]([S:13](Cl)(=[O:15])=[O:14])=[CH:9][C:8]=1[C:17]1[CH:22]=[CH:21][CH:20]=[CH:19][CH:18]=1.[NH3:29]. (4) Given the product [CH3:45][O:46][NH:47][C:39]([C:38]1[C:30]([NH:29][C:26]2[CH:27]=[CH:28][C:23]([Br:22])=[CH:24][C:25]=2[F:44])=[C:31]([F:43])[C:32](=[O:42])[N:33]2[C:37]=1[CH2:36][CH2:35][CH2:34]2)=[O:41], predict the reactants needed to synthesize it. The reactants are: CCN=C=NCCCN(C)C.C1C=CC2N(O)N=NC=2C=1.[Br:22][C:23]1[CH:28]=[CH:27][C:26]([NH:29][C:30]2[C:38]([C:39]([OH:41])=O)=[C:37]3[N:33]([CH2:34][CH2:35][CH2:36]3)[C:32](=[O:42])[C:31]=2[F:43])=[C:25]([F:44])[CH:24]=1.[CH3:45][O:46][NH2:47]. (5) Given the product [ClH:16].[Cl:16][C:13]1[CH:12]=[CH:11][C:10]([CH:9]=[C:27]2[CH2:28][CH2:29][NH:24][CH2:25][CH2:26]2)=[CH:15][CH:14]=1, predict the reactants needed to synthesize it. The reactants are: C(OP([CH2:9][C:10]1[CH:15]=[CH:14][C:13]([Cl:16])=[CH:12][CH:11]=1)(=O)OCC)C.C([N:24]1[CH2:29][CH2:28][C:27](=O)[CH2:26][CH2:25]1)C1C=CC=CC=1. (6) Given the product [Br:1][C:2]1[N:6]2[CH:7]=[C:8]([C:15]3[CH:19]=[CH:18][O:17][CH:16]=3)[CH:9]=[C:10]([C:11]([F:14])([F:12])[F:13])[C:5]2=[N:4][C:3]=1[CH:60]1[CH:59]([C:54]2[CH:55]=[CH:56][CH:57]=[CH:58][C:53]=2[F:52])[CH2:63][CH2:62][N:61]1[CH:49]=[O:50], predict the reactants needed to synthesize it. The reactants are: [Br:1][C:2]1[N:6]2[CH:7]=[C:8]([C:15]3[CH:19]=[CH:18][O:17][CH:16]=3)[CH:9]=[C:10]([C:11]([F:14])([F:13])[F:12])[C:5]2=[N:4][C:3]=1C(N1CCC(C2C=CC(F)=CC=2)C1)=O.BrC1N2C=C(Br)C=C(C(F)(F)F)C2=NC=1[C:49](O)=[O:50].[F:52][C:53]1[CH:58]=[CH:57][CH:56]=[CH:55][C:54]=1[CH:59]1[CH2:63][CH2:62][NH:61][CH2:60]1.O1C=CC(B(O)O)=C1. (7) Given the product [CH2:1]([C:5]1([O:30][CH3:31])[CH2:6][CH2:7][N:8]([C:11]2[CH:16]=[CH:15][C:14]([C:17]3[S:18][C:19]([C:22]4[CH:23]=[CH:24][C:25]([CH:28]=[O:29])=[CH:26][CH:27]=4)=[CH:20][N:21]=3)=[CH:13][CH:12]=2)[CH2:9][CH2:10]1)[CH2:2][CH2:3][CH3:4], predict the reactants needed to synthesize it. The reactants are: [CH2:1]([C:5]1([O:30][CH3:31])[CH2:10][CH2:9][N:8]([C:11]2[CH:16]=[CH:15][C:14]([C:17]3[S:18][C:19]([C:22]4[CH:27]=[CH:26][C:25]([CH2:28][OH:29])=[CH:24][CH:23]=4)=[CH:20][N:21]=3)=[CH:13][CH:12]=2)[CH2:7][CH2:6]1)[CH2:2][CH2:3][CH3:4].